This data is from Forward reaction prediction with 1.9M reactions from USPTO patents (1976-2016). The task is: Predict the product of the given reaction. Given the reactants Cl[CH2:2][C:3]([N:5]1[CH2:10][CH2:9][CH:8]([C@@H:11]([NH:15][S:16]([C:19]2[S:20][C:21]([C:24]3[CH:29]=[CH:28][C:27]([O:30][CH3:31])=[CH:26][CH:25]=3)=[CH:22][CH:23]=2)(=[O:18])=[O:17])[C:12]([OH:14])=[O:13])[CH2:7][CH2:6]1)=[O:4].[CH3:32][N:33]1[CH2:38][CH2:37][NH:36][CH2:35][CH2:34]1, predict the reaction product. The product is: [CH3:32][N:33]1[CH2:38][CH2:37][N:36]([CH2:2][C:3]([N:5]2[CH2:10][CH2:9][CH:8]([C@@H:11]([NH:15][S:16]([C:19]3[S:20][C:21]([C:24]4[CH:29]=[CH:28][C:27]([O:30][CH3:31])=[CH:26][CH:25]=4)=[CH:22][CH:23]=3)(=[O:18])=[O:17])[C:12]([OH:14])=[O:13])[CH2:7][CH2:6]2)=[O:4])[CH2:35][CH2:34]1.